This data is from Forward reaction prediction with 1.9M reactions from USPTO patents (1976-2016). The task is: Predict the product of the given reaction. (1) Given the reactants CN(C)CCCN(C)C.[NH2:10][C:11]1[N:16]=[C:15]([OH:17])[C:14]([CH2:18][C:19]2[CH:24]=[CH:23][C:22]([CH2:25][C:26]#[N:27])=[CH:21][CH:20]=2)=[C:13]([CH3:28])[N:12]=1.[CH3:29][C:30]1[CH:35]=[C:34]([CH3:36])[CH:33]=[C:32]([CH3:37])[C:31]=1[S:38](Cl)(=[O:40])=[O:39].Cl, predict the reaction product. The product is: [NH2:10][C:11]1[N:16]=[C:15]([O:17][S:38]([C:31]2[C:32]([CH3:37])=[CH:33][C:34]([CH3:36])=[CH:35][C:30]=2[CH3:29])(=[O:40])=[O:39])[C:14]([CH2:18][C:19]2[CH:24]=[CH:23][C:22]([CH2:25][C:26]#[N:27])=[CH:21][CH:20]=2)=[C:13]([CH3:28])[N:12]=1. (2) Given the reactants [Br:1][C:2]1[CH:3]=[C:4]([CH:7]=[CH:8][C:9]=1[OH:10])[CH:5]=[O:6].C([O-])([O-])=O.[K+].[K+].Br[CH2:18][CH:19]1[CH2:21][CH2:20]1, predict the reaction product. The product is: [Br:1][C:2]1[CH:3]=[C:4]([CH:7]=[CH:8][C:9]=1[O:10][CH2:18][CH:19]1[CH2:21][CH2:20]1)[CH:5]=[O:6]. (3) Given the reactants CS(O[CH2:6][CH2:7][C:8]1[CH:13]=[CH:12][C:11]([NH:14][C:15]2[N:24]=[CH:23][C:22]3[CH2:21][C@@H:20]([C:25]4[CH:30]=[CH:29][C:28]([Cl:31])=[C:27]([Cl:32])[CH:26]=4)[C:19]4[CH:33]=[CH:34][CH:35]=[CH:36][C:18]=4[C:17]=3[N:16]=2)=[CH:10][CH:9]=1)(=O)=O.[CH3:37][N:38]1[CH2:43][CH2:42][NH:41][CH2:40][CH2:39]1, predict the reaction product. The product is: [ClH:31].[Cl:32][C:27]1[CH:26]=[C:25]([C@H:20]2[C:19]3[CH:33]=[CH:34][CH:35]=[CH:36][C:18]=3[C:17]3[N:16]=[C:15]([NH:14][C:11]4[CH:12]=[CH:13][C:8]([CH2:7][CH2:6][N:41]5[CH2:42][CH2:43][N:38]([CH3:37])[CH2:39][CH2:40]5)=[CH:9][CH:10]=4)[N:24]=[CH:23][C:22]=3[CH2:21]2)[CH:30]=[CH:29][C:28]=1[Cl:31]. (4) Given the reactants [CH3:1][O:2][C:3]1[CH:11]=[CH:10][C:6]([CH2:7][C:8]#[N:9])=[CH:5][CH:4]=1.[C:12]1(=[O:18])[CH2:17][CH2:16][CH2:15][CH2:14][CH2:13]1.O.[OH-].C([N+](CCCC)(CCCC)CCCC)CCC.Cl, predict the reaction product. The product is: [C:8]([CH:7]([C:6]1[CH:10]=[CH:11][C:3]([O:2][CH3:1])=[CH:4][CH:5]=1)[C:12]1([OH:18])[CH2:17][CH2:16][CH2:15][CH2:14][CH2:13]1)#[N:9]. (5) Given the reactants [CH:1]1([C:4]2[NH:8][N:7]=[C:6]([NH:9][C:10]3[C:17]([F:18])=[CH:16][C:13]([C:14]#[N:15])=[C:12](F)[N:11]=3)[CH:5]=2)[CH2:3][CH2:2]1.[NH2:20][CH:21]([C:23]1[CH:24]=[CH:25][C:26]([F:35])=[C:27]([NH:29][C:30]([CH:32]2[CH2:34][CH2:33]2)=[O:31])[CH:28]=1)[CH3:22].CCN(C(C)C)C(C)C, predict the reaction product. The product is: [C:14]([C:13]1[C:12]([NH:20][CH:21]([C:23]2[CH:24]=[CH:25][C:26]([F:35])=[C:27]([NH:29][C:30]([CH:32]3[CH2:34][CH2:33]3)=[O:31])[CH:28]=2)[CH3:22])=[N:11][C:10]([NH:9][C:6]2[CH:5]=[C:4]([CH:1]3[CH2:3][CH2:2]3)[NH:8][N:7]=2)=[C:17]([F:18])[CH:16]=1)#[N:15]. (6) Given the reactants [Li+].[I-].[CH3:3][CH:4]([CH:6]=[O:7])[CH3:5].Br[CH:9]([CH3:20])[C:10](=[O:19])[C:11]([CH3:18])([CH3:17])[CH:12]([O:15][CH3:16])[O:13][CH3:14], predict the reaction product. The product is: [OH:7][CH:6]([CH:4]([CH3:5])[CH3:3])[CH:9]([CH3:20])[C:10](=[O:19])[C:11]([CH3:18])([CH3:17])[CH:12]([O:15][CH3:16])[O:13][CH3:14]. (7) Given the reactants C(N1C(=O)C=CC(C2C3C(=C(F)C=C(Cl)C=3)N(CC(O)=O)C=2C)=N1)C1C=CC=CC=1.[F:31][C:32]1[CH:38]=[C:37]([S:39]([CH3:42])(=[O:41])=[O:40])[CH:36]=[C:35]([C:43]#[C:44][CH3:45])[C:33]=1[NH2:34], predict the reaction product. The product is: [F:31][C:32]1[CH:38]=[C:37]([S:39]([CH3:42])(=[O:40])=[O:41])[CH:36]=[C:35]2[C:33]=1[NH:34][C:44]([CH3:45])=[CH:43]2.